From a dataset of Reaction yield outcomes from USPTO patents with 853,638 reactions. Predict the reaction yield, written as a fraction of the theoretical maximum amount of product (1.0 means a 100% yield; for example, 0.34 means a 34% yield). (1) The reactants are [H-].C([Al+]CC(C)C)C(C)C.C([O:13][C:14]([CH2:16][CH2:17][C:18]1([OH:29])[CH2:21][N:20]([C:22]([O:24][C:25]([CH3:28])([CH3:27])[CH3:26])=[O:23])[CH2:19]1)=O)C. The catalyst is C(Cl)Cl. The product is [OH:29][C:18]1([CH2:17][CH2:16][CH2:14][OH:13])[CH2:21][N:20]([C:22]([O:24][C:25]([CH3:26])([CH3:27])[CH3:28])=[O:23])[CH2:19]1. The yield is 0.320. (2) The yield is 0.930. The reactants are S(=O)(=O)(O)O.N[C:7]1[CH:16]=[C:15]2[C:10]([C:11]([Br:21])=[N:12][N:13]([CH:18]([CH3:20])[CH3:19])[C:14]2=[O:17])=[CH:9][CH:8]=1.N([O-])=[O:23].[Na+].NC(N)=O. The product is [OH:23][C:7]1[CH:16]=[C:15]2[C:10]([C:11]([Br:21])=[N:12][N:13]([CH:18]([CH3:20])[CH3:19])[C:14]2=[O:17])=[CH:9][CH:8]=1. The catalyst is C(O)(=O)C.O. (3) The reactants are C(Cl)(=O)C([Cl:4])=O.[F:7][C:8]1([CH:20]([CH3:24])[C:21](O)=[O:22])[CH2:13][CH:12]=[CH:11][CH:10]=[C:9]1[C:14]1[CH:19]=[CH:18][CH:17]=[CH:16][CH:15]=1. The catalyst is CN(C)C=O.C(Cl)Cl. The product is [F:7][C:8]1([CH:20]([CH3:24])[C:21]([Cl:4])=[O:22])[CH2:13][CH:12]=[CH:11][CH:10]=[C:9]1[C:14]1[CH:19]=[CH:18][CH:17]=[CH:16][CH:15]=1. The yield is 1.00. (4) The reactants are [C:1]([O:5][C:6]([N:8]1[CH2:13][CH2:12][CH:11]([CH2:14][CH2:15][CH2:16][OH:17])[CH2:10][CH2:9]1)=[O:7])([CH3:4])([CH3:3])[CH3:2].[CH3:18][O:19][C:20](=[O:29])[C:21]1[CH:26]=[CH:25][C:24](O)=[C:23]([CH3:28])[CH:22]=1.C1(P(C2C=CC=CC=2)C2C=CC=CC=2)C=CC=CC=1.CCOC(/N=N/C(OCC)=O)=O. The catalyst is C1COCC1. The product is [C:1]([O:5][C:6]([N:8]1[CH2:13][CH2:12][CH:11]([CH2:14][CH2:15][CH2:16][O:17][C:24]2[CH:25]=[CH:26][C:21]([C:20]([O:19][CH3:18])=[O:29])=[CH:22][C:23]=2[CH3:28])[CH2:10][CH2:9]1)=[O:7])([CH3:4])([CH3:3])[CH3:2]. The yield is 0.530. (5) The reactants are [O:1]=[S:2]1(=[O:13])[CH:6]([CH3:7])[C:5]2[C:8]([Cl:12])=[CH:9][CH:10]=[CH:11][C:4]=2[NH:3]1.[N+:14]([O-])([O-:16])=[O:15].[Na+].S(=O)(=O)(O)O.N([O-])=O.[Na+]. The catalyst is C(Cl)Cl. The product is [O:13]=[S:2]1(=[O:1])[CH:6]([CH3:7])[C:5]2[C:8]([Cl:12])=[CH:9][CH:10]=[C:11]([N+:14]([O-:16])=[O:15])[C:4]=2[NH:3]1. The yield is 0.210. (6) The reactants are [CH3:1][O:2][C:3](=[O:45])[CH2:4][NH:5][C:6](=[O:44])[C@H:7]([CH2:39][O:40][CH2:41][CH:42]=[CH2:43])[NH:8][C:9](=[O:38])[C@H:10]([CH:35]([CH3:37])[CH3:36])[NH:11][C:12](=[O:34])[C@H:13]([CH:31]([CH3:33])[CH3:32])[NH:14][C:15](=[O:30])[C@H:16]([CH2:25][O:26][CH2:27][CH:28]=[CH2:29])[NH:17]C(OC(C)(C)C)=O.CCOCC.[C:51]([OH:57])([C:53]([F:56])([F:55])[F:54])=[O:52]. The catalyst is C(Cl)Cl. The product is [F:54][C:53]([F:56])([F:55])[C:51]([OH:57])=[O:52].[CH3:1][O:2][C:3](=[O:45])[CH2:4][NH:5][C:6](=[O:44])[C@H:7]([CH2:39][O:40][CH2:41][CH:42]=[CH2:43])[NH:8][C:9](=[O:38])[C@H:10]([CH:35]([CH3:36])[CH3:37])[NH:11][C:12](=[O:34])[C@H:13]([CH:31]([CH3:33])[CH3:32])[NH:14][C:15](=[O:30])[C@H:16]([CH2:25][O:26][CH2:27][CH:28]=[CH2:29])[NH2:17]. The yield is 0.960. (7) The reactants are [CH3:1][N:2]1[CH2:7][CH2:6][CH:5]([NH2:8])[CH2:4][CH2:3]1.C(N(CC)CC)C.[I:16][C:17]1[CH:25]=[CH:24][C:20]([C:21](Cl)=[O:22])=[CH:19][CH:18]=1. The catalyst is ClCCl. The product is [I:16][C:17]1[CH:25]=[CH:24][C:20]([C:21]([NH:8][CH:5]2[CH2:6][CH2:7][N:2]([CH3:1])[CH2:3][CH2:4]2)=[O:22])=[CH:19][CH:18]=1. The yield is 0.797.